This data is from Full USPTO retrosynthesis dataset with 1.9M reactions from patents (1976-2016). The task is: Predict the reactants needed to synthesize the given product. (1) The reactants are: [F:1][C:2]1[CH:24]=[CH:23][CH:22]=[C:21]([F:25])[C:3]=1[CH2:4][C@H:5]1[CH2:10][C@H:9]([C:11]2[O:15][NH:14][C:13](=[O:16])[CH:12]=2)[CH2:8][CH2:7][N:6]1C(OC)=O.Br. Given the product [F:1][C:2]1[CH:24]=[CH:23][CH:22]=[C:21]([F:25])[C:3]=1[CH2:4][C@H:5]1[CH2:10][C@H:9]([C:11]2[O:15][NH:14][C:13](=[O:16])[CH:12]=2)[CH2:8][CH2:7][NH:6]1, predict the reactants needed to synthesize it. (2) Given the product [C:7]1([C@@H:13]([NH:15][C@H:16]2[CH2:21][CH2:20][CH2:19][CH2:18][C@H:17]2[C:22]([O:24][CH2:25][CH3:26])=[O:23])[CH3:14])[CH:8]=[CH:9][CH:10]=[CH:11][CH:12]=1, predict the reactants needed to synthesize it. The reactants are: C(O)(=O)C.[BH4-].[Na+].[C:7]1([C@@H:13]([NH:15][C:16]2[CH2:21][CH2:20][CH2:19][CH2:18][C:17]=2[C:22]([O:24][CH2:25][CH3:26])=[O:23])[CH3:14])[CH:12]=[CH:11][CH:10]=[CH:9][CH:8]=1. (3) Given the product [Cl:1][C:2]1[CH:7]=[CH:6][CH:5]=[CH:4][C:3]=1[C:8]1[C:14]2[CH:15]=[C:16]([C:21]#[N:22])[C:17]([OH:19])=[CH:18][C:13]=2[NH:12][C:11](=[O:23])[CH2:10][N:9]=1, predict the reactants needed to synthesize it. The reactants are: [Cl:1][C:2]1[CH:7]=[CH:6][CH:5]=[CH:4][C:3]=1[C:8]1[C:14]2[CH:15]=[C:16]([C:21]#[N:22])[C:17]([O:19]C)=[CH:18][C:13]=2[NH:12][C:11](=[O:23])[CH2:10][N:9]=1.[Cl-].[Cl-].[Cl-].[Al+3]. (4) Given the product [C:2]([C:16]1[N:12]([CH3:11])[C:13]([CH2:17][C:18]#[N:19])=[CH:14][CH:15]=1)(=[O:9])[C:3]1[CH:8]=[CH:7][CH:6]=[CH:5][CH:4]=1, predict the reactants needed to synthesize it. The reactants are: [Cl-].[C:2](Cl)(=[O:9])[C:3]1[CH:8]=[CH:7][CH:6]=[CH:5][CH:4]=1.[CH3:11][N:12]1[CH:16]=[CH:15][CH:14]=[C:13]1[CH2:17][C:18]#[N:19].Cl. (5) Given the product [CH3:3][C:4]1[CH:9]=[CH:8][C:7]2[N:25]=[C:26]([SH:17])[NH:31][C:6]=2[CH:5]=1.[Ag:22], predict the reactants needed to synthesize it. The reactants are: S1[C:5]2[CH:6]=[CH:7][CH:8]=[CH:9][C:4]=2[C:3](=O)N1.C1([S:17](=S)([O-])=O)C=CC=CC=1.[Na+].[Ag:22].[Te].O[NH:25][C:26]1[N:31]=C(NO)N=C(N(CC)CC)N=1.